From a dataset of NCI-60 drug combinations with 297,098 pairs across 59 cell lines. Regression. Given two drug SMILES strings and cell line genomic features, predict the synergy score measuring deviation from expected non-interaction effect. (1) Drug 1: CC12CCC(CC1=CCC3C2CCC4(C3CC=C4C5=CN=CC=C5)C)O. Drug 2: CC1CCCC2(C(O2)CC(NC(=O)CC(C(C(=O)C(C1O)C)(C)C)O)C(=CC3=CSC(=N3)C)C)C. Cell line: SK-OV-3. Synergy scores: CSS=7.27, Synergy_ZIP=-0.649, Synergy_Bliss=4.31, Synergy_Loewe=4.06, Synergy_HSA=4.22. (2) Drug 1: CCN(CC)CCNC(=O)C1=C(NC(=C1C)C=C2C3=C(C=CC(=C3)F)NC2=O)C. Drug 2: CC1C(C(CC(O1)OC2CC(OC(C2O)C)OC3=CC4=CC5=C(C(=O)C(C(C5)C(C(=O)C(C(C)O)O)OC)OC6CC(C(C(O6)C)O)OC7CC(C(C(O7)C)O)OC8CC(C(C(O8)C)O)(C)O)C(=C4C(=C3C)O)O)O)O. Cell line: BT-549. Synergy scores: CSS=24.0, Synergy_ZIP=-0.0200, Synergy_Bliss=-0.130, Synergy_Loewe=-3.38, Synergy_HSA=-1.23.